From a dataset of NCI-60 drug combinations with 297,098 pairs across 59 cell lines. Regression. Given two drug SMILES strings and cell line genomic features, predict the synergy score measuring deviation from expected non-interaction effect. (1) Drug 1: C1=CC(=CC=C1CC(C(=O)O)N)N(CCCl)CCCl.Cl. Drug 2: C#CCC(CC1=CN=C2C(=N1)C(=NC(=N2)N)N)C3=CC=C(C=C3)C(=O)NC(CCC(=O)O)C(=O)O. Cell line: HCT-15. Synergy scores: CSS=15.1, Synergy_ZIP=1.07, Synergy_Bliss=5.73, Synergy_Loewe=2.29, Synergy_HSA=2.07. (2) Drug 1: CC(C1=C(C=CC(=C1Cl)F)Cl)OC2=C(N=CC(=C2)C3=CN(N=C3)C4CCNCC4)N. Drug 2: CNC(=O)C1=NC=CC(=C1)OC2=CC=C(C=C2)NC(=O)NC3=CC(=C(C=C3)Cl)C(F)(F)F. Cell line: A549. Synergy scores: CSS=17.5, Synergy_ZIP=-5.31, Synergy_Bliss=-3.18, Synergy_Loewe=-3.64, Synergy_HSA=-2.90.